From a dataset of Full USPTO retrosynthesis dataset with 1.9M reactions from patents (1976-2016). Predict the reactants needed to synthesize the given product. (1) Given the product [O:17]=[C:8]1[CH:9]=[CH:10][C:11]2[C:16](=[CH:15][N:14]=[CH:13][CH:12]=2)[N:7]1[CH2:6][CH:2]=[O:1], predict the reactants needed to synthesize it. The reactants are: [O:1]1CCO[CH:2]1[CH2:6][N:7]1[C:16]2[C:11](=[CH:12][CH:13]=[N:14][CH:15]=2)[CH:10]=[CH:9][C:8]1=[O:17].FC(F)(F)C(O)=O. (2) Given the product [CH3:11][C:8]1[CH:9]=[CH:10][C:5]([C:4]([OH:25])=[O:3])=[CH:6][C:7]=1[NH:12][C:13]1[N:18]=[C:17]([NH:19][C:20]2[S:21][CH:22]=[CH:23][N:24]=2)[CH:16]=[CH:15][N:14]=1, predict the reactants needed to synthesize it. The reactants are: C([O:3][C:4](=[O:25])[C:5]1[CH:10]=[CH:9][C:8]([CH3:11])=[C:7]([NH:12][C:13]2[N:18]=[C:17]([NH:19][C:20]3[S:21][CH:22]=[CH:23][N:24]=3)[CH:16]=[CH:15][N:14]=2)[CH:6]=1)C.C(OC(=O)C1C=CC(NC2N=C(C3C=NC=CC=3)C=CN=2)=CC=1)C. (3) The reactants are: [CH2:1](Br)[C:2]1[CH:7]=[CH:6][CH:5]=[CH:4][CH:3]=1.[OH:9][C:10]1[CH:11]=[C:12]([CH:17]=[CH:18][C:19]=1[I:20])[C:13]([O:15][CH3:16])=[O:14].C(=O)([O-])[O-].[K+].[K+]. Given the product [CH2:1]([O:9][C:10]1[CH:11]=[C:12]([CH:17]=[CH:18][C:19]=1[I:20])[C:13]([O:15][CH3:16])=[O:14])[C:2]1[CH:7]=[CH:6][CH:5]=[CH:4][CH:3]=1, predict the reactants needed to synthesize it. (4) The reactants are: [Br:1][C:2]1[CH:3]=[CH:4][C:5]([CH3:11])=[C:6]([CH:10]=1)[C:7](O)=O.[C:12]1([O:18][CH2:19][CH3:20])[CH:17]=[CH:16][CH:15]=[CH:14][CH:13]=1. Given the product [Br:1][C:2]1[CH:3]=[CH:4][C:5]([CH3:11])=[C:6]([CH2:7][C:15]2[CH:16]=[CH:17][C:12]([O:18][CH2:19][CH3:20])=[CH:13][CH:14]=2)[CH:10]=1, predict the reactants needed to synthesize it. (5) Given the product [Br:1][C:2]1[CH:7]=[CH:6][C:5]([C:8]2([C:9]([OH:18])=[O:15])[CH2:13][CH2:12]2)=[CH:4][CH:3]=1, predict the reactants needed to synthesize it. The reactants are: [Br:1][C:2]1[CH:7]=[CH:6][C:5]([CH2:8][C:9]#N)=[CH:4][CH:3]=1.Br[CH2:12][CH2:13]Cl.[OH-:15].[K+].Cl.[OH2:18]. (6) Given the product [S:12]([S:16]([OH:18])=[O:17])([OH:15])(=[O:14])=[O:13].[CH:1]1([CH:7]=[O:8])[CH2:6][CH2:5][CH2:4][CH2:3][CH2:2]1, predict the reactants needed to synthesize it. The reactants are: [CH:1]1([CH:7]=[O:8])[CH2:6][CH2:5][CH2:4][CH2:3][CH2:2]1.C(O)C.[S:12]([S:16]([O-:18])=[O:17])([O-:15])(=[O:14])=[O:13].[Na+].[Na+]. (7) Given the product [CH2:1]([O:8][N:9]1[C:38](=[O:40])[N:14]2[CH2:15][C@H:10]1[CH:11]=[C:12]([CH2:19][O:20][Si:21]([C:24]([CH3:27])([CH3:26])[CH3:25])([CH3:22])[CH3:23])[C@H:13]2[C:16]([NH2:18])=[O:17])[C:2]1[CH:7]=[CH:6][CH:5]=[CH:4][CH:3]=1, predict the reactants needed to synthesize it. The reactants are: [CH2:1]([O:8][NH:9][C@H:10]1[CH2:15][NH:14][CH:13]([C:16]([NH2:18])=[O:17])[C:12]([CH2:19][O:20][Si:21]([C:24]([CH3:27])([CH3:26])[CH3:25])([CH3:23])[CH3:22])=[CH:11]1)[C:2]1[CH:7]=[CH:6][CH:5]=[CH:4][CH:3]=1.C(N(C(C)C)CC)(C)C.Cl[C:38](Cl)([O:40]C(=O)OC(Cl)(Cl)Cl)Cl. (8) Given the product [CH2:10]([C:14]1[CH:15]=[CH:16][C:17]([CH2:23][CH2:22][CH2:21][OH:20])=[C:18]([CH3:19])[CH:24]=1)[CH:11]([CH3:13])[CH3:12], predict the reactants needed to synthesize it. The reactants are: B(F)(F)F.CCOCC.[CH2:10]([C:14]1[CH:15]=[CH:16][C:17]2[CH2:23][CH2:22][CH2:21][O:20][CH2:19][C:18]=2[CH:24]=1)[CH:11]([CH3:13])[CH3:12]. (9) Given the product [Br:1][C:2]1[CH:3]=[C:4]([CH2:8][CH2:9][NH:10][CH3:13])[CH:5]=[CH:6][CH:7]=1, predict the reactants needed to synthesize it. The reactants are: [Br:1][C:2]1[CH:3]=[C:4]([CH2:8][CH2:9][NH2:10])[CH:5]=[CH:6][CH:7]=1.C=O.[C:13](O[BH-](OC(=O)C)OC(=O)C)(=O)C.[Na+]. (10) Given the product [Br:1][C:2]1[CH:21]=[CH:20][C:19]([F:22])=[CH:18][C:3]=1[O:4][CH:5]1[CH2:8][N:7]([C:9]2[N:10]=[CH:11][C:12]([C:15]#[N:17])=[N:13][CH:14]=2)[CH2:6]1, predict the reactants needed to synthesize it. The reactants are: [Br:1][C:2]1[CH:21]=[CH:20][C:19]([F:22])=[CH:18][C:3]=1[O:4][CH:5]1[CH2:8][N:7]([C:9]2[N:10]=[CH:11][C:12]([C:15]([NH2:17])=O)=[N:13][CH:14]=2)[CH2:6]1.C(N(CC)CC)C.C(OC(C(F)(F)F)=O)(C(F)(F)F)=O.